Task: Predict the reactants needed to synthesize the given product.. Dataset: Full USPTO retrosynthesis dataset with 1.9M reactions from patents (1976-2016) (1) Given the product [O:16]=[C:15]1[C:8]2=[CH:7][C:6]3[CH:5]=[C:4]([C:17]#[N:18])[CH:3]=[C:2]([C:25]4[CH:24]=[CH:23][C:22]([O:21][C:20]([F:19])([F:31])[F:32])=[CH:27][CH:26]=4)[C:10]=3[N:9]2[CH2:11][CH2:12][CH2:13][NH:14]1, predict the reactants needed to synthesize it. The reactants are: Br[C:2]1[C:10]2[N:9]3[CH2:11][CH2:12][CH2:13][NH:14][C:15](=[O:16])[C:8]3=[CH:7][C:6]=2[CH:5]=[C:4]([C:17]#[N:18])[CH:3]=1.[F:19][C:20]([F:32])([F:31])[O:21][C:22]1[CH:27]=[CH:26][C:25](B(O)O)=[CH:24][CH:23]=1. (2) Given the product [N:1]1([C:6]([C:8]2[CH:16]=[CH:15][C:11]([C:12]([O:14][C:33]3[CH:42]=[C:41]4[C:36]([CH2:37][CH2:38][N:39]([C:43]([O:45][C:46]([CH3:49])([CH3:48])[CH3:47])=[O:44])[CH2:40]4)=[CH:35][CH:34]=3)=[O:13])=[CH:10][CH:9]=2)=[O:7])[CH2:2][CH2:3][CH2:4][CH2:5]1, predict the reactants needed to synthesize it. The reactants are: [N:1]1([C:6]([C:8]2[CH:16]=[CH:15][C:11]([C:12]([OH:14])=[O:13])=[CH:10][CH:9]=2)=[O:7])[CH2:5][CH2:4][CH2:3][CH2:2]1.C1CCC(N=C=NC2CCCCC2)CC1.O[C:33]1[CH:42]=[C:41]2[C:36]([CH2:37][CH2:38][N:39]([C:43]([O:45][C:46]([CH3:49])([CH3:48])[CH3:47])=[O:44])[CH2:40]2)=[CH:35][CH:34]=1.C1C=NC2N(O)N=NC=2C=1. (3) Given the product [Cl:26][C:27]1[CH:32]=[CH:31][C:30]([CH:33]2[N:37]([C:38]([N:40]3[CH2:45][CH2:44][N:43]([CH3:46])[CH2:42][CH2:41]3)=[O:39])[C:36]([C:47]3[CH:52]=[CH:51][C:50]([O:53][CH3:54])=[CH:49][C:48]=3[O:55][CH2:56][CH3:57])=[N:35][CH:34]2[CH2:58][CH3:59])=[CH:29][CH:28]=1, predict the reactants needed to synthesize it. The reactants are: ClC1C=CC(C2NC(C3C=CC(OC)=CC=3OCC)=NC2CC)=CC=1.[Cl:26][C:27]1[CH:32]=[CH:31][C:30]([CH:33]2[N:37]([C:38]([N:40]3[CH2:45][CH2:44][N:43]([CH3:46])[CH2:42][CH2:41]3)=[O:39])[C:36]([C:47]3[CH:52]=[CH:51][C:50]([O:53][CH3:54])=[CH:49][C:48]=3[O:55][CH2:56][CH3:57])=[N:35][CH:34]2[CH2:58][CH:59]2CCCC2)=[CH:29][CH:28]=1. (4) Given the product [C:1]([C:5]1[N:10]=[CH:9][C:8]([C:11]2[N:12]([C:32]([N:34]3[CH2:35][CH2:36][N:37]([CH2:40][C:41]([NH:47][CH2:48][C:49]4[CH:54]=[CH:53][CH:52]=[CH:51][N:50]=4)=[O:42])[CH2:38][CH2:39]3)=[O:33])[C@@:13]([C:25]3[CH:26]=[CH:27][C:28]([Cl:31])=[CH:29][CH:30]=3)([CH3:24])[C@@:14]([C:17]3[CH:22]=[CH:21][C:20]([Cl:23])=[CH:19][CH:18]=3)([CH3:16])[N:15]=2)=[C:7]([O:44][CH2:45][CH3:46])[CH:6]=1)([CH3:3])([CH3:4])[CH3:2], predict the reactants needed to synthesize it. The reactants are: [C:1]([C:5]1[N:10]=[CH:9][C:8]([C:11]2[N:12]([C:32]([N:34]3[CH2:39][CH2:38][N:37]([CH2:40][C:41](O)=[O:42])[CH2:36][CH2:35]3)=[O:33])[C@@:13]([C:25]3[CH:30]=[CH:29][C:28]([Cl:31])=[CH:27][CH:26]=3)([CH3:24])[C@@:14]([C:17]3[CH:22]=[CH:21][C:20]([Cl:23])=[CH:19][CH:18]=3)([CH3:16])[N:15]=2)=[C:7]([O:44][CH2:45][CH3:46])[CH:6]=1)([CH3:4])([CH3:3])[CH3:2].[NH2:47][CH2:48][C:49]1[CH:54]=[CH:53][CH:52]=[CH:51][N:50]=1. (5) Given the product [CH3:25][N:15]1[C:16]([C:19]#[C:20][Si:21]([CH3:22])([CH3:24])[CH3:23])=[CH:17][N:18]=[C:14]1[C:7]([OH:6])([CH3:8])[CH3:1], predict the reactants needed to synthesize it. The reactants are: [CH3:1][Mg+].[Br-].CC[O:6][CH2:7][CH3:8].C(OC([C:14]1[N:15]([CH3:25])[C:16]([C:19]#[C:20][Si:21]([CH3:24])([CH3:23])[CH3:22])=[CH:17][N:18]=1)=O)C.O. (6) Given the product [OH:1][C:2]1[C:3]([N+:18]([O-:20])=[O:19])=[C:4]([CH:13]=[CH:14][C:15]=1[O:16][CH3:17])[C:5]([C:7]1[CH:12]=[CH:11][CH:10]=[CH:9][CH:8]=1)=[O:6], predict the reactants needed to synthesize it. The reactants are: [OH:1][C:2]1[CH:3]=[C:4]([CH:13]=[CH:14][C:15]=1[O:16][CH3:17])[C:5]([C:7]1[CH:12]=[CH:11][CH:10]=[CH:9][CH:8]=1)=[O:6].[N+:18]([O-])([O:20]C(C)C)=[O:19].S(=O)(=O)(O)O. (7) Given the product [F:20][C:21]1[CH:27]=[CH:26][C:24]([NH:25][C:17]([CH:10]2[C:11]3[C:16](=[CH:15][CH:14]=[CH:13][CH:12]=3)[N:8]([S:5]([CH2:1][CH:2]([CH3:3])[CH3:4])(=[O:6])=[O:7])[CH2:9]2)=[O:19])=[CH:23][C:22]=1[CH3:28], predict the reactants needed to synthesize it. The reactants are: [CH2:1]([S:5]([N:8]1[C:16]2[C:11](=[CH:12][CH:13]=[CH:14][CH:15]=2)[CH:10]([C:17]([OH:19])=O)[CH2:9]1)(=[O:7])=[O:6])[CH:2]([CH3:4])[CH3:3].[F:20][C:21]1[CH:27]=[CH:26][C:24]([NH2:25])=[CH:23][C:22]=1[CH3:28].CCN(C(C)C)C(C)C.CN(C(ON1N=NC2C=CC=NC1=2)=[N+](C)C)C.F[P-](F)(F)(F)(F)F. (8) Given the product [F:1][C:2]([F:20])([F:19])[C:3]1[CH:4]=[C:5]([CH:13]([Br:22])[C:14]([O:16][CH3:17])=[O:15])[CH:6]=[C:7]([C:9]([F:12])([F:11])[F:10])[CH:8]=1, predict the reactants needed to synthesize it. The reactants are: [F:1][C:2]([F:20])([F:19])[C:3]1[CH:4]=[C:5]([CH:13](O)[C:14]([O:16][CH3:17])=[O:15])[CH:6]=[C:7]([C:9]([F:12])([F:11])[F:10])[CH:8]=1.C(Br)(Br)(Br)[Br:22].C1C=CC(P(C2C=CC=CC=2)C2C=CC=CC=2)=CC=1. (9) Given the product [C:1]([O:5][C:6]([N:8]([C:16]([O:18][C:19]([CH3:22])([CH3:21])[CH3:20])=[O:17])[C:9]1[CH:14]=[N:13][CH:12]=[C:11]([B:31]2[O:32][C:33]([CH3:35])([CH3:34])[C:29]([CH3:45])([CH3:28])[O:30]2)[N:10]=1)=[O:7])([CH3:4])([CH3:3])[CH3:2], predict the reactants needed to synthesize it. The reactants are: [C:1]([O:5][C:6]([N:8]([C:16]([O:18][C:19]([CH3:22])([CH3:21])[CH3:20])=[O:17])[C:9]1[CH:14]=[N:13][CH:12]=[C:11](Br)[N:10]=1)=[O:7])([CH3:4])([CH3:3])[CH3:2].CC([O-])=O.[K+].[CH3:28][C:29]1([CH3:45])[C:33]([CH3:35])([CH3:34])[O:32][B:31]([B:31]2[O:32][C:33]([CH3:35])([CH3:34])[C:29]([CH3:45])([CH3:28])[O:30]2)[O:30]1.CC(C1C=C(C(C)C)C(C2C=CC=CC=2P(C2CCCCC2)C2CCCCC2)=C(C(C)C)C=1)C.